Task: Regression. Given two drug SMILES strings and cell line genomic features, predict the synergy score measuring deviation from expected non-interaction effect.. Dataset: Merck oncology drug combination screen with 23,052 pairs across 39 cell lines (1) Drug 1: CCC1(O)CC2CN(CCc3c([nH]c4ccccc34)C(C(=O)OC)(c3cc4c(cc3OC)N(C)C3C(O)(C(=O)OC)C(OC(C)=O)C5(CC)C=CCN6CCC43C65)C2)C1. Drug 2: N#Cc1ccc(Cn2cncc2CN2CCN(c3cccc(Cl)c3)C(=O)C2)cc1. Cell line: NCIH520. Synergy scores: synergy=15.5. (2) Drug 1: N#Cc1ccc(Cn2cncc2CN2CCN(c3cccc(Cl)c3)C(=O)C2)cc1. Drug 2: NC(=O)c1cccc2cn(-c3ccc(C4CCCNC4)cc3)nc12. Cell line: SKMES1. Synergy scores: synergy=3.20. (3) Synergy scores: synergy=-14.0. Drug 2: Cc1nc(Nc2ncc(C(=O)Nc3c(C)cccc3Cl)s2)cc(N2CCN(CCO)CC2)n1. Drug 1: CC1CC2C3CCC4=CC(=O)C=CC4(C)C3(F)C(O)CC2(C)C1(O)C(=O)CO. Cell line: OV90. (4) Synergy scores: synergy=34.4. Cell line: KPL1. Drug 1: CC(C)CC(NC(=O)C(Cc1ccccc1)NC(=O)c1cnccn1)B(O)O. Drug 2: COC1CC2CCC(C)C(O)(O2)C(=O)C(=O)N2CCCCC2C(=O)OC(C(C)CC2CCC(OP(C)(C)=O)C(OC)C2)CC(=O)C(C)C=C(C)C(O)C(OC)C(=O)C(C)CC(C)C=CC=CC=C1C. (5) Drug 1: CN1C(=O)C=CC2(C)C3CCC4(C)C(NC(=O)OCC(F)(F)F)CCC4C3CCC12. Drug 2: C=CCn1c(=O)c2cnc(Nc3ccc(N4CCN(C)CC4)cc3)nc2n1-c1cccc(C(C)(C)O)n1. Cell line: EFM192B. Synergy scores: synergy=6.36. (6) Drug 1: CN(C)C(=N)N=C(N)N. Drug 2: O=C(CCCCCCC(=O)Nc1ccccc1)NO. Cell line: DLD1. Synergy scores: synergy=7.15. (7) Drug 1: NC(=O)c1cccc2cn(-c3ccc(C4CCCNC4)cc3)nc12. Drug 2: CC1(c2nc3c(C(N)=O)cccc3[nH]2)CCCN1. Synergy scores: synergy=-14.4. Cell line: UACC62.